From a dataset of Forward reaction prediction with 1.9M reactions from USPTO patents (1976-2016). Predict the product of the given reaction. (1) Given the reactants [F:1][C:2]([F:15])([F:14])[C:3]1[CH:8]=[CH:7][CH:6]=[CH:5][C:4]=1[CH2:9][CH2:10][C:11]([OH:13])=O.[Cl:16][C:17]1[CH:18]=[CH:19][CH:20]=[C:21]2[C:30]=1[C:24]1([CH2:29][CH2:28][NH:27][CH2:26][CH2:25]1)[N:23]([CH3:31])[C:22]2=[O:32], predict the reaction product. The product is: [Cl:16][C:17]1[CH:18]=[CH:19][CH:20]=[C:21]2[C:30]=1[C:24]1([CH2:25][CH2:26][N:27]([C:11](=[O:13])[CH2:10][CH2:9][C:4]3[CH:5]=[CH:6][CH:7]=[CH:8][C:3]=3[C:2]([F:1])([F:15])[F:14])[CH2:28][CH2:29]1)[N:23]([CH3:31])[C:22]2=[O:32]. (2) Given the reactants [CH:1]([O:4][C:5]1[CH:6]=[C:7]([CH:11]=[C:12]([O:14][CH2:15][C:16]2[S:17][CH:18]=[CH:19][CH:20]=2)[CH:13]=1)[C:8]([OH:10])=O)([CH3:3])[CH3:2].C[C:22]1C=[CH:26][N:25]=[C:24]([NH2:28])[C:23]=1C.CCN=C=NCCCN(C)C.[C:41]([O:44][CH2:45]C)(=[O:43])[CH3:42], predict the reaction product. The product is: [CH:1]([O:4][C:5]1[CH:6]=[C:7]([CH:11]=[C:12]([O:14][CH2:15][C:16]2[S:17][CH:18]=[CH:19][CH:20]=2)[CH:13]=1)[C:8]([NH:28][C:24]1[N:25]=[CH:26][C:42]([C:41]([O:44][CH3:45])=[O:43])=[CH:22][CH:23]=1)=[O:10])([CH3:2])[CH3:3]. (3) Given the reactants [C:1]([O:5][C:6]([C:8]1[CH:16]=[CH:15][C:11]([C:12]([OH:14])=O)=[C:10]([N+:17]([O-:19])=[O:18])[CH:9]=1)=[O:7])([CH3:4])([CH3:3])[CH3:2].C[O-].[Na+].C1(C)C=CC=CC=1.[Cl:30][C:31]1[CH:32]=[CH:33][C:34]([NH2:37])=[N:35][CH:36]=1, predict the reaction product. The product is: [Cl:30][C:31]1[CH:32]=[CH:33][C:34]([NH:37][C:12]([C:11]2[CH:15]=[CH:16][C:8]([C:6]([O:5][C:1]([CH3:2])([CH3:3])[CH3:4])=[O:7])=[CH:9][C:10]=2[N+:17]([O-:19])=[O:18])=[O:14])=[N:35][CH:36]=1. (4) Given the reactants C(OC(C)C)(=O)CCC[CH2:5][C:6](C)([CH3:8])[CH3:7].[C:15](#[N:20])[C:16]([CH3:19])([CH3:18])[CH3:17], predict the reaction product. The product is: [CH3:17][C:16]([CH3:19])([CH2:18][C:6]([CH3:8])([CH3:7])[CH3:5])[C:15]#[N:20]. (5) Given the reactants [F:1][CH:2]([F:24])[O:3][C:4]1[CH:23]=[CH:22][C:7]([C:8]([NH:10][C:11]2[CH2:16][CH2:15][CH2:14][CH2:13][C:12]=2[C:17]([O:19][CH2:20][CH3:21])=[O:18])=[O:9])=[CH:6][CH:5]=1.F[B-](F)(F)F.[H+].[H][H], predict the reaction product. The product is: [F:1][CH:2]([F:24])[O:3][C:4]1[CH:5]=[CH:6][C:7]([C:8]([NH:10][C@@H:11]2[CH2:16][CH2:15][CH2:14][CH2:13][C@@H:12]2[C:17]([O:19][CH2:20][CH3:21])=[O:18])=[O:9])=[CH:22][CH:23]=1. (6) Given the reactants CCN(C(C)C)C(C)C.[F:10][C:11]1[CH:12]=[C:13]([N:17]2[CH:21]=[C:20]([C:22]([OH:24])=O)[N:19]=[N:18]2)[CH:14]=[CH:15][CH:16]=1.FC1C=C(C=CC=1)N.C1C=CC2N(O)N=NC=2C=1.CCN=C=NCCCN(C)C.Cl.[NH2:55][CH2:56][C:57]([N:59]1[CH2:64][CH2:63][CH:62]([O:65][C:66]2[CH:71]=[C:70]([F:72])[CH:69]=[CH:68][C:67]=2[Cl:73])[CH2:61][CH2:60]1)=[O:58], predict the reaction product. The product is: [Cl:73][C:67]1[CH:68]=[CH:69][C:70]([F:72])=[CH:71][C:66]=1[O:65][CH:62]1[CH2:63][CH2:64][N:59]([C:57](=[O:58])[CH2:56][NH:55][C:22]([C:20]2[N:19]=[N:18][N:17]([C:13]3[CH:14]=[CH:15][CH:16]=[C:11]([F:10])[CH:12]=3)[CH:21]=2)=[O:24])[CH2:60][CH2:61]1. (7) The product is: [Cl:2][C:3]1[CH:8]=[CH:7][C:6]([CH2:9][CH:10]2[CH2:14][CH2:13][N:12]([CH3:15])[C:11]2=[N:20][C:19]#[N:18])=[CH:5][N:4]=1. Given the reactants [I-].[Cl:2][C:3]1[CH:8]=[CH:7][C:6]([CH2:9][CH:10]2[CH2:14][CH2:13][N+:12]([CH3:15])=[C:11]2SC)=[CH:5][N:4]=1.[N:18]#[C:19][NH2:20], predict the reaction product. (8) Given the reactants O[CH:2]([CH2:15][C:16]1[CH:21]=[CH:20][CH:19]=[CH:18][CH:17]=1)[CH2:3][N:4]1C(=O)C2C=CC=CC=2C1=O.C([N:24]([CH2:27][CH3:28])[CH2:25][CH3:26])C.CS(Cl)(=O)=O.[N-:34]=[N+:35]=[N-:36].[Na+], predict the reaction product. The product is: [CH:27]1[C:28]2[C:2](=[CH:15][C:16]([C:21]3[N:34]=[N:35][NH:36][C:20]=3[CH:2]([CH2:15][C:16]3[CH:17]=[CH:18][CH:19]=[CH:20][CH:21]=3)[CH2:3][NH2:4])=[CH:17][CH:18]=2)[CH:26]=[CH:25][N:24]=1.